From a dataset of Forward reaction prediction with 1.9M reactions from USPTO patents (1976-2016). Predict the product of the given reaction. (1) Given the reactants [CH3:1][O:2][C:3]1[CH:8]=[CH:7][C:6]([N:9]2[C:13]3[C:14](=[O:27])[N:15]([CH2:18][CH2:19][CH2:20][CH2:21][C:22]([N:24]([CH3:26])[CH3:25])=[NH:23])[CH2:16][CH2:17][C:12]=3[C:11]([C:28]([F:31])([F:30])[F:29])=[N:10]2)=[CH:5][CH:4]=1.[CH3:32][S:33](Cl)(=[O:35])=[O:34].C(N(CC)CC)C, predict the reaction product. The product is: [CH3:26][N:24]([CH3:25])[C:22](=[N:23][S:33]([CH3:32])(=[O:35])=[O:34])[CH2:21][CH2:20][CH2:19][CH2:18][N:15]1[CH2:16][CH2:17][C:12]2[C:11]([C:28]([F:31])([F:29])[F:30])=[N:10][N:9]([C:6]3[CH:7]=[CH:8][C:3]([O:2][CH3:1])=[CH:4][CH:5]=3)[C:13]=2[C:14]1=[O:27]. (2) Given the reactants [F:1][C:2]1[CH:3]=[C:4]([C:17]([O:19][CH3:20])=[O:18])[C:5]2[CH:6]=[C:7]([C@@:11]3([CH3:16])[CH2:15][CH2:14][CH2:13][NH:12]3)[NH:8][C:9]=2[CH:10]=1.CC#N.[CH3:24][O:25][C:26](=[O:29])[CH2:27]Br.CCN(C(C)C)C(C)C, predict the reaction product. The product is: [F:1][C:2]1[CH:3]=[C:4]([C:17]([O:19][CH3:20])=[O:18])[C:5]2[CH:6]=[C:7]([C@@:11]3([CH3:16])[CH2:15][CH2:14][CH2:13][N:12]3[CH2:27][C:26]([O:25][CH3:24])=[O:29])[NH:8][C:9]=2[CH:10]=1. (3) Given the reactants F[C:2]1[CH:11]=[C:10]2[C:5]([C:6](=[O:12])[NH:7][CH:8]=[N:9]2)=[CH:4][CH:3]=1.[NH2:13][CH2:14][CH2:15][CH2:16][OH:17].Cl, predict the reaction product. The product is: [NH2:13][CH2:14][CH2:15][CH2:16][O:17][C:2]1[CH:11]=[C:10]2[C:5]([C:6](=[O:12])[NH:7][CH:8]=[N:9]2)=[CH:4][CH:3]=1. (4) The product is: [Cl:1][C:2]1[C:3]([CH2:21][C:22]2[CH:27]=[CH:26][C:25]([O:28][CH2:29][CH3:30])=[CH:24][CH:23]=2)=[CH:4][C:5]([C@H:10]2[C@H:15]([OH:16])[C@@H:14]([OH:17])[C@H:13]([OH:18])[C@@H:12]([CH2:19][OH:20])[O:11]2)=[C:6]([O:45][CH3:42])[C:7]=1[O:8][CH3:9]. Given the reactants [Cl:1][C:2]1[C:7]([O:8][CH3:9])=[CH:6][C:5]([C@H:10]2[C@H:15]([OH:16])[C@@H:14]([OH:17])[C@H:13]([OH:18])[C@@H:12]([CH2:19][OH:20])[O:11]2)=[CH:4][C:3]=1[CH2:21][C:22]1[CH:27]=[CH:26][C:25]([O:28][CH2:29][CH3:30])=[CH:24][CH:23]=1.BrC1C=C(CC2C=C[C:42]([O:45]CC)=CC=2)C(Cl)=C(OC)C=1OC, predict the reaction product. (5) The product is: [CH2:46]([O:45][P:36](=[O:53])([O:37][CH2:38][C:39]1[CH:40]=[CH:41][CH:42]=[CH:43][CH:44]=1)[O:1][CH2:2][N:3]1[C:7](=[O:8])[C:6]([C:15]2[CH:16]=[CH:17][CH:18]=[CH:19][CH:20]=2)([C:9]2[CH:14]=[CH:13][CH:12]=[CH:11][CH:10]=2)[NH:5][C:4]1=[O:21])[C:47]1[CH:48]=[CH:49][CH:50]=[CH:51][CH:52]=1. Given the reactants [OH:1][CH2:2][N:3]1[C:7](=[O:8])[C:6]([C:15]2[CH:20]=[CH:19][CH:18]=[CH:17][CH:16]=2)([C:9]2[CH:14]=[CH:13][CH:12]=[CH:11][CH:10]=2)[NH:5][C:4]1=[O:21].N1C=CC=CC=1.BrN1C(=O)CCC1=O.[P:36]([O-:53])([O:45][CH2:46][C:47]1[CH:52]=[CH:51][CH:50]=[CH:49][CH:48]=1)[O:37][CH2:38][C:39]1[CH:44]=[CH:43][CH:42]=[CH:41][CH:40]=1.S([O-])([O-])(=O)=S.[Na+].[Na+], predict the reaction product. (6) Given the reactants [Cl:1][C:2]1[C:3]([NH:9][S:10]([C:13]2[CH:22]=[CH:21][C:16]([C:17]([O:19][CH3:20])=[O:18])=[CH:15][CH:14]=2)(=[O:12])=[O:11])=[N:4][CH:5]=[C:6]([Cl:8])[CH:7]=1.Br[CH2:24][C:25]1[CH:30]=[CH:29][C:28]([Cl:31])=[C:27]([F:32])[CH:26]=1, predict the reaction product. The product is: [Cl:31][C:28]1[CH:29]=[CH:30][C:25]([CH2:24][N:9]([C:3]2[C:2]([Cl:1])=[CH:7][C:6]([Cl:8])=[CH:5][N:4]=2)[S:10]([C:13]2[CH:14]=[CH:15][C:16]([C:17]([O:19][CH3:20])=[O:18])=[CH:21][CH:22]=2)(=[O:12])=[O:11])=[CH:26][C:27]=1[F:32]. (7) Given the reactants [Cl:1][C:2]1[N:3]=[CH:4][C:5]([C:8]([OH:10])=O)=[N:6][CH:7]=1.[CH:11]1([C@@H:14]([NH2:16])[CH3:15])[CH2:13][CH2:12]1.C(N(CC)C(C)C)(C)C, predict the reaction product. The product is: [Cl:1][C:2]1[N:3]=[CH:4][C:5]([C:8]([NH:16][C@H:14]([CH:11]2[CH2:13][CH2:12]2)[CH3:15])=[O:10])=[N:6][CH:7]=1. (8) Given the reactants [CH3:1][O:2][C:3]1[CH:4]=[C:5]2[C:10](=[CH:11][C:12]=1[O:13][CH3:14])[N:9]=[CH:8][N:7]=[C:6]2[O:15][C:16]1[CH:17]=[C:18]2[C:23](=[CH:24][CH:25]=1)[C:22]([C:26](O)=[O:27])=[CH:21][CH:20]=[CH:19]2.[NH2:29][CH2:30][C:31]1[CH:47]=[CH:46][C:34]([C:35]([NH:37][C:38]2[CH:43]=[CH:42][C:41]([F:44])=[CH:40][C:39]=2[NH2:45])=[O:36])=[CH:33][CH:32]=1, predict the reaction product. The product is: [NH2:45][C:39]1[CH:40]=[C:41]([F:44])[CH:42]=[CH:43][C:38]=1[NH:37][C:35]([C:34]1[CH:33]=[CH:32][C:31]([CH2:30][NH:29][C:26]([C:22]2[C:23]3[C:18](=[CH:17][C:16]([O:15][C:6]4[C:5]5[C:10](=[CH:11][C:12]([O:13][CH3:14])=[C:3]([O:2][CH3:1])[CH:4]=5)[N:9]=[CH:8][N:7]=4)=[CH:25][CH:24]=3)[CH:19]=[CH:20][CH:21]=2)=[O:27])=[CH:47][CH:46]=1)=[O:36]. (9) Given the reactants [NH2:1][C:2]1[CH:3]=[CH:4][C:5]([C:8]#[N:9])=[N:6][CH:7]=1.[H-].[Na+].[F:12][C:13]([F:43])([F:42])[C:14]1[CH:19]=[CH:18][C:17]([C@@H:20]2[C:29]3[C:24](=[CH:25][CH:26]=[CH:27][CH:28]=3)[CH2:23][CH2:22][N:21]2[C:30](OC2C=CC([N+]([O-])=O)=CC=2)=[O:31])=[CH:16][CH:15]=1.O, predict the reaction product. The product is: [C:8]([C:5]1[N:6]=[CH:7][C:2]([NH:1][C:30]([N:21]2[CH2:22][CH2:23][C:24]3[C:29](=[CH:28][CH:27]=[CH:26][CH:25]=3)[C@H:20]2[C:17]2[CH:18]=[CH:19][C:14]([C:13]([F:42])([F:12])[F:43])=[CH:15][CH:16]=2)=[O:31])=[CH:3][CH:4]=1)#[N:9].